From a dataset of Full USPTO retrosynthesis dataset with 1.9M reactions from patents (1976-2016). Predict the reactants needed to synthesize the given product. (1) Given the product [Cl:1][C:2]1[CH:3]=[C:4]2[C:8](=[CH:9][CH:10]=1)[NH:7][CH:6]=[C:5]2[CH2:11][CH2:12][NH:13][C:14]([C:15]1[CH:16]=[C:17]([C:26]2[CH:27]=[CH:28][C:29]([CH3:30])=[C:24]([CH3:23])[CH:25]=2)[CH:18]=[CH:19][CH:20]=1)=[O:22], predict the reactants needed to synthesize it. The reactants are: [Cl:1][C:2]1[CH:3]=[C:4]2[C:8](=[CH:9][CH:10]=1)[NH:7][CH:6]=[C:5]2[CH2:11][CH2:12][NH:13][C:14](=[O:22])[C:15]1[CH:20]=[CH:19][CH:18]=[C:17](I)[CH:16]=1.[CH3:23][C:24]1[CH:25]=[C:26](B(O)O)[CH:27]=[CH:28][C:29]=1[CH3:30].C(=O)([O-])[O-].[Na+].[Na+]. (2) Given the product [CH3:1][O:2][C:3]1[CH:4]=[C:5]2[C:10](=[CH:11][C:12]=1[O:13][CH3:14])[N:9]=[CH:8][CH:7]=[C:6]2[O:15][C:16]1[C:22]([CH3:23])=[CH:21][C:19]([NH:20][C:36](=[O:35])[O:37][CH2:26][CH2:25][CH3:31])=[C:18]([CH3:24])[CH:17]=1, predict the reactants needed to synthesize it. The reactants are: [CH3:1][O:2][C:3]1[CH:4]=[C:5]2[C:10](=[CH:11][C:12]=1[O:13][CH3:14])[N:9]=[CH:8][CH:7]=[C:6]2[O:15][C:16]1[C:22]([CH3:23])=[CH:21][C:19]([NH2:20])=[C:18]([CH3:24])[CH:17]=1.[C:25]1([CH3:31])C=CC=C[CH:26]=1.ClC(Cl)([O:35][C:36](=O)[O:37]C(Cl)(Cl)Cl)Cl.C(=O)(O)[O-].[Na+].